This data is from Forward reaction prediction with 1.9M reactions from USPTO patents (1976-2016). The task is: Predict the product of the given reaction. (1) Given the reactants CS(O[C@H:6]([CH3:28])[CH2:7][O:8][C:9]([C:22]1[CH:27]=[CH:26][CH:25]=[CH:24][CH:23]=1)([C:16]1[CH:21]=[CH:20][CH:19]=[CH:18][CH:17]=1)[C:10]1[CH:15]=[CH:14][CH:13]=[CH:12][CH:11]=1)(=O)=O.Cl.[F:30][C@@H:31]1[CH2:35][CH2:34][NH:33][CH2:32]1.C([O-])([O-])=O.[K+].[K+], predict the reaction product. The product is: [F:30][C@@H:31]1[CH2:35][CH2:34][N:33]([C@@H:6]([CH3:28])[CH2:7][O:8][C:9]([C:22]2[CH:27]=[CH:26][CH:25]=[CH:24][CH:23]=2)([C:16]2[CH:17]=[CH:18][CH:19]=[CH:20][CH:21]=2)[C:10]2[CH:11]=[CH:12][CH:13]=[CH:14][CH:15]=2)[CH2:32]1. (2) Given the reactants C(Cl)(=O)C(Cl)=O.CS(C)=O.[C:11]([O:19][CH:20](/[CH:47]=[CH:48]/[C@@H:49]([C@@H:58]1[O:63][C@H:62]2[CH2:64][CH2:65][C@H:66]([CH2:68][CH2:69][O:70][Si](CC)(CC)CC)[O:67][C@@H:61]2[C@H:60]([O:78][Si:79]([C:82]([CH3:85])([CH3:84])[CH3:83])([CH3:81])[CH3:80])[C@@H:59]1[O:86][Si:87]([C:90]([CH3:93])([CH3:92])[CH3:91])([CH3:89])[CH3:88])[O:50][Si:51]([C:54]([CH3:57])([CH3:56])[CH3:55])([CH3:53])[CH3:52])[CH2:21][CH2:22][C@@H:23]1[O:31][C@@H:30]2[C@@:25]([CH2:45][I:46])([O:26][C@@H:27]([CH2:32][C@@H:33]([CH3:44])[C:34]([O:36][S:37]([C:40]([F:43])([F:42])[F:41])(=[O:39])=[O:38])=[CH2:35])[CH2:28][CH2:29]2)[CH2:24]1)(=[O:18])[C:12]1[CH:17]=[CH:16][CH:15]=[CH:14][CH:13]=1.C(N(CC)CC)C, predict the reaction product. The product is: [C:11]([O:19][CH:20](/[CH:47]=[CH:48]/[C@@H:49]([C@@H:58]1[O:63][C@H:62]2[CH2:64][CH2:65][C@H:66]([CH2:68][CH:69]=[O:70])[O:67][C@@H:61]2[C@H:60]([O:78][Si:79]([C:82]([CH3:84])([CH3:83])[CH3:85])([CH3:80])[CH3:81])[C@@H:59]1[O:86][Si:87]([C:90]([CH3:91])([CH3:93])[CH3:92])([CH3:88])[CH3:89])[O:50][Si:51]([C:54]([CH3:55])([CH3:56])[CH3:57])([CH3:53])[CH3:52])[CH2:21][CH2:22][C@@H:23]1[O:31][C@@H:30]2[C@@:25]([CH2:45][I:46])([O:26][C@@H:27]([CH2:32][C@@H:33]([CH3:44])[C:34]([O:36][S:37]([C:40]([F:42])([F:41])[F:43])(=[O:38])=[O:39])=[CH2:35])[CH2:28][CH2:29]2)[CH2:24]1)(=[O:18])[C:12]1[CH:13]=[CH:14][CH:15]=[CH:16][CH:17]=1. (3) Given the reactants [CH2:1]([N:8]1[CH:12]=[C:11]([C:13](OCC)=[O:14])[C:10]([O:18][CH2:19][C:20]2[CH:25]=[CH:24][CH:23]=[C:22]([O:26][CH2:27][C:28]3[N:29]=[C:30]([C:34]4[O:35][CH:36]=[CH:37][CH:38]=4)[O:31][C:32]=3[CH3:33])[CH:21]=2)=[N:9]1)[C:2]1[CH:7]=[CH:6][CH:5]=[CH:4][CH:3]=1.[H-].[Al+3].[Li+].[H-].[H-].[H-].O.O.O.O.O.O.O.O.O.O.S([O-])([O-])(=O)=O.[Na+].[Na+], predict the reaction product. The product is: [CH2:1]([N:8]1[CH:12]=[C:11]([CH2:13][OH:14])[C:10]([O:18][CH2:19][C:20]2[CH:25]=[CH:24][CH:23]=[C:22]([O:26][CH2:27][C:28]3[N:29]=[C:30]([C:34]4[O:35][CH:36]=[CH:37][CH:38]=4)[O:31][C:32]=3[CH3:33])[CH:21]=2)=[N:9]1)[C:2]1[CH:7]=[CH:6][CH:5]=[CH:4][CH:3]=1.